This data is from Catalyst prediction with 721,799 reactions and 888 catalyst types from USPTO. The task is: Predict which catalyst facilitates the given reaction. (1) Product: [C:20]([O:19][C:17]([NH:16][CH2:15][C:13]1[C:12]([C:24]2[CH:29]=[CH:28][C:27]([Cl:30])=[CH:26][C:25]=2[Cl:31])=[CH:11][N:10]2[C:6]([C:4]([OH:5])=[O:3])=[CH:7][N:8]=[C:9]2[CH:14]=1)=[O:18])([CH3:23])([CH3:21])[CH3:22]. The catalyst class is: 24. Reactant: C([O:3][C:4]([C:6]1[N:10]2[CH:11]=[C:12]([C:24]3[CH:29]=[CH:28][C:27]([Cl:30])=[CH:26][C:25]=3[Cl:31])[C:13]([CH2:15][NH:16][C:17]([O:19][C:20]([CH3:23])([CH3:22])[CH3:21])=[O:18])=[CH:14][C:9]2=[N:8][CH:7]=1)=[O:5])C.O[Li].O.Cl. (2) Reactant: [NH2:1][C:2]1[C:7]([N+:8]([O-:10])=[O:9])=[CH:6][CH:5]=[CH:4][N:3]=1.[H-].[Na+].Br[CH2:14][C:15]1[CH:20]=[CH:19][C:18]([C:21]2[C:22]([C:27]([O:29][CH3:30])=[O:28])=[CH:23][CH:24]=[CH:25][CH:26]=2)=[CH:17][CH:16]=1. Product: [N+:8]([C:7]1[C:2]([NH:1][CH2:14][C:15]2[CH:20]=[CH:19][C:18]([C:21]3[C:22]([C:27]([O:29][CH3:30])=[O:28])=[CH:23][CH:24]=[CH:25][CH:26]=3)=[CH:17][CH:16]=2)=[N:3][CH:4]=[CH:5][CH:6]=1)([O-:10])=[O:9]. The catalyst class is: 3. (3) Reactant: [F:1][C:2]1[C:3]([CH2:11][OH:12])=[C:4]([OH:10])[C:5]([O:8][CH3:9])=[CH:6][CH:7]=1.[C:13](O)(=O)C.FC1C(OCCF)=CC(OC)=CC=1C(NC1C=CC(C(N)=N)=CC=1)C1NC(=O)N(C2N=CC=CN=2)N=1.[H-].[Na+].BrCCl.[I-].[Na+].[Cl-].[NH4+]. Product: [F:1][C:2]1[C:3]2[CH2:11][O:12][CH2:13][O:10][C:4]=2[C:5]([O:8][CH3:9])=[CH:6][CH:7]=1. The catalyst class is: 39. (4) Reactant: [C@H:1]1([NH2:13])[C:11]2=[C:12]3[C:7](=[CH:8][CH:9]=[CH:10]2)[CH:6]=[CH:5][CH:4]=[C:3]3[CH2:2]1.Cl.C(=O)([O-])[O-].[K+].[K+].[C@H]1(N)C2=C3C(=CC=C2)C=CC=C3C1.[I-].C([N+]1(C)[CH2:42][CH2:41][C:40](=[O:43])[CH2:39][CH2:38]1)C. Product: [C@H:1]1([N:13]2[CH2:42][CH2:41][C:40](=[O:43])[CH2:39][CH2:38]2)[C:11]2=[C:12]3[C:7](=[CH:8][CH:9]=[CH:10]2)[CH:6]=[CH:5][CH:4]=[C:3]3[CH2:2]1. The catalyst class is: 97. (5) Reactant: [C:1](Cl)(=[O:3])[CH3:2].[CH3:5][C:6]1[N:7]([CH2:28][C:29]([O:31][CH2:32][CH3:33])=[O:30])[C:8]([CH3:27])=[CH:9][C:10]=1[CH2:11][C:12]1[CH:17]=[CH:16][CH:15]=[CH:14][C:13]=1[S:18]([C:21]1[CH:26]=[CH:25][CH:24]=[CH:23][CH:22]=1)(=[O:20])=[O:19].ClCCl.C([O-])(O)=O.[Na+]. Product: [C:1]([C:9]1[C:10]([CH2:11][C:12]2[CH:17]=[CH:16][CH:15]=[CH:14][C:13]=2[S:18]([C:21]2[CH:22]=[CH:23][CH:24]=[CH:25][CH:26]=2)(=[O:20])=[O:19])=[C:6]([CH3:5])[N:7]([CH2:28][C:29]([O:31][CH2:32][CH3:33])=[O:30])[C:8]=1[CH3:27])(=[O:3])[CH3:2]. The catalyst class is: 10. (6) Reactant: Cl[C:2]1[CH:7]=[CH:6][C:5]([CH3:8])=[CH:4][C:3]=1[N+:9]([O-:11])=[O:10].[N:12]1[CH:17]=[CH:16][CH:15]=[C:14]([OH:18])[CH:13]=1.C(=O)([O-])[O-].[K+].[K+]. Product: [CH3:8][C:5]1[CH:6]=[CH:7][C:2]([O:18][C:14]2[CH:13]=[N:12][CH:17]=[CH:16][CH:15]=2)=[C:3]([N+:9]([O-:11])=[O:10])[CH:4]=1. The catalyst class is: 42.